From a dataset of Reaction yield outcomes from USPTO patents with 853,638 reactions. Predict the reaction yield, written as a fraction of the theoretical maximum amount of product (1.0 means a 100% yield; for example, 0.34 means a 34% yield). (1) The catalyst is C(O)(=O)C.O. The product is [Br:13][C:9]1[C:10]([Cl:12])=[CH:11][C:2]2[NH:1][N:15]=[CH:14][C:3]=2[C:4]=1[C:5]([O:7][CH3:8])=[O:6]. The yield is 0.760. The reactants are [NH2:1][C:2]1[C:3]([CH3:14])=[C:4]([C:9]([Br:13])=[C:10]([Cl:12])[CH:11]=1)[C:5]([O:7][CH3:8])=[O:6].[N:15]([O-])=O.[Na+]. (2) The reactants are C[O:2][C:3]([C:5]1[S:9][C:8]2[CH:10]=[CH:11][CH:12]=[CH:13][C:7]=2[C:6]=1[NH2:14])=O.Cl.[Cl:16][C:17]([NH2:19])=[NH:18]. The catalyst is COCCOCCOC. The product is [ClH:16].[NH2:19][C:17]1[N:18]=[C:3]([OH:2])[C:5]2[S:9][C:8]3[CH:10]=[CH:11][CH:12]=[CH:13][C:7]=3[C:6]=2[N:14]=1. The yield is 0.900. (3) The reactants are [O:1]1[C:5]2[CH:6]=[CH:7][C:8]([CH2:10][C:11]#N)=[CH:9][C:4]=2[O:3][CH2:2]1.Br[CH2:14][CH2:15]Cl.[OH-:17].[Na+].[OH2:19]. The catalyst is [Cl-].C([N+](CC)(CC)CC)C1C=CC=CC=1. The product is [O:1]1[C:5]2[CH:6]=[CH:7][C:8]([C:10]3([C:11]([OH:19])=[O:17])[CH2:15][CH2:14]3)=[CH:9][C:4]=2[O:3][CH2:2]1. The yield is 0.800. (4) The reactants are C(N(CC)CC)C.O[CH2:9][C@H:10]([CH3:23])[CH2:11][C@H:12]([NH:15][C:16](=[O:22])[O:17][C:18]([CH3:21])([CH3:20])[CH3:19])[CH2:13]O.CS(Cl)(=O)=O.[CH2:29]([NH2:36])[C:30]1[CH:35]=[CH:34][CH:33]=[CH:32][CH:31]=1. The catalyst is C(Cl)Cl.CCOC(C)=O. The product is [CH2:29]([N:36]1[CH2:9][C@H:10]([CH3:23])[CH2:11][C@H:12]([NH:15][C:16](=[O:22])[O:17][C:18]([CH3:21])([CH3:20])[CH3:19])[CH2:13]1)[C:30]1[CH:35]=[CH:34][CH:33]=[CH:32][CH:31]=1. The yield is 0.670. (5) The reactants are [Cl:1][C:2]1[CH:7]=[CH:6][C:5]([CH2:8][C:9]([O:11][CH3:12])=[O:10])=[CH:4][CH:3]=1.[CH2:13]=[O:14].Cl. The catalyst is CS(C)=O.C[O-].[Na+]. The product is [Cl:1][C:2]1[CH:3]=[CH:4][C:5]([CH:8]([CH2:13][OH:14])[C:9]([O:11][CH3:12])=[O:10])=[CH:6][CH:7]=1. The yield is 0.920. (6) The reactants are OCC[CH:4]1[N:9]([C:10]([O:12][C:13]([CH3:16])(C)C)=[O:11])[CH2:8][CH:7]([C:17]([O:19][CH3:20])=[O:18])[CH2:6][CH2:5]1.CS(Cl)(=O)=O.O. The catalyst is C(Cl)Cl. The product is [O:11]=[C:10]1[N:9]2[CH2:8][CH:7]([C:17]([O:19][CH3:20])=[O:18])[CH2:6][CH2:5][CH:4]2[CH2:16][CH2:13][O:12]1. The yield is 0.710.